From a dataset of Forward reaction prediction with 1.9M reactions from USPTO patents (1976-2016). Predict the product of the given reaction. (1) Given the reactants [NH2:1][C:2]1[CH:10]=[C:9]([O:11][CH2:12][C:13]2[CH:18]=[CH:17][CH:16]=[CH:15][CH:14]=2)[C:8]([O:19][CH3:20])=[CH:7][C:3]=1[C:4]([NH2:6])=[O:5].[CH3:21]N(C=NC=[N+](C)C)C.[Cl-].C([O-])(=O)C.[Na+].CC(OCC1C2C(=CC=CC=2)C(COC(C)=O)=C2C=1C=CC=C2)=O, predict the reaction product. The product is: [CH2:12]([O:11][C:9]1[CH:10]=[C:2]2[C:3]([C:4](=[O:5])[NH:6][CH:21]=[N:1]2)=[CH:7][C:8]=1[O:19][CH3:20])[C:13]1[CH:14]=[CH:15][CH:16]=[CH:17][CH:18]=1. (2) Given the reactants [Cl:1][C:2]1[CH:3]=[N:4][N:5]([CH3:15])[C:6]=1[C:7]1[S:8][CH:9]=[C:10]([C:12]([OH:14])=O)[N:11]=1.[NH2:16][C@@H:17]([CH2:30][C:31]1[CH:36]=[CH:35][CH:34]=[C:33]([F:37])[CH:32]=1)[CH2:18][N:19]1[C:27](=[O:28])[C:26]2[C:21](=[CH:22][CH:23]=[CH:24][CH:25]=2)[C:20]1=[O:29].C(N(CC)C(C)C)(C)C.F[P-](F)(F)(F)(F)F.Br[P+](N1CCCC1)(N1CCCC1)N1CCCC1, predict the reaction product. The product is: [Cl:1][C:2]1[CH:3]=[N:4][N:5]([CH3:15])[C:6]=1[C:7]1[S:8][CH:9]=[C:10]([C:12]([NH:16][C@@H:17]([CH2:30][C:31]2[CH:36]=[CH:35][CH:34]=[C:33]([F:37])[CH:32]=2)[CH2:18][N:19]2[C:27](=[O:28])[C:26]3[C:21](=[CH:22][CH:23]=[CH:24][CH:25]=3)[C:20]2=[O:29])=[O:14])[N:11]=1. (3) Given the reactants [C:1]([NH:8][CH2:9][C:10]([OH:12])=O)([O:3][C:4]([CH3:7])([CH3:6])[CH3:5])=[O:2].C(N(CC)CC)C.CN(C(ON1N=NC2C=CC=NC1=2)=[N+](C)C)C.F[P-](F)(F)(F)(F)F.[CH3:44][O:45][C:46]1[CH:55]=[CH:54][C:53]2[C:48](=[C:49]([C:56]3[CH2:57][CH2:58][NH:59][CH2:60][CH:61]=3)[CH:50]=[CH:51][N:52]=2)[N:47]=1, predict the reaction product. The product is: [C:4]([O:3][C:1](=[O:2])[NH:8][CH2:9][C:10]([N:59]1[CH2:60][CH:61]=[C:56]([C:49]2[C:48]3[C:53](=[CH:54][CH:55]=[C:46]([O:45][CH3:44])[N:47]=3)[N:52]=[CH:51][CH:50]=2)[CH2:57][CH2:58]1)=[O:12])([CH3:5])([CH3:6])[CH3:7]. (4) Given the reactants Cl[C:2]1C=C(Cl)C=C[C:3]=1C1N=C(CC)C(N[C@@H]2C3C(=CC=CC=3)C[C@@H]2OCC)=NC=1CC.[CH2:32]([C:34]1[C:35]([NH:51][C@@H:52]2[C:60]3[C:55](=[CH:56][CH:57]=[CH:58][CH:59]=3)[CH2:54][C@@H:53]2[OH:61])=[N:36][C:37]([CH2:49][CH3:50])=[C:38]([C:40]2[CH:45]=[CH:44][C:43]([O:46][CH3:47])=[CH:42][C:41]=2[CH3:48])[N:39]=1)[CH3:33], predict the reaction product. The product is: [CH2:2]([O:61][C@H:53]1[CH2:54][C:55]2[C:60](=[CH:59][CH:58]=[CH:57][CH:56]=2)[C@H:52]1[NH:51][C:35]1[C:34]([CH2:32][CH3:33])=[N:39][C:38]([C:40]2[CH:45]=[CH:44][C:43]([O:46][CH3:47])=[CH:42][C:41]=2[CH3:48])=[C:37]([CH2:49][CH3:50])[N:36]=1)[CH3:3]. (5) Given the reactants [CH3:1][N:2]1[C:10]([CH2:11][CH:12]2[CH2:17][CH2:16][NH:15][CH2:14][CH2:13]2)=[N:9][C:8]2[C:3]1=[N:4][C:5]([N:24]1[C:28]3[CH:29]=[CH:30][CH:31]=[CH:32][C:27]=3[N:26]=[C:25]1[CH3:33])=[N:6][C:7]=2[N:18]1[CH2:23][CH2:22][O:21][CH2:20][CH2:19]1.[CH3:34][C:35]1([O:38][CH2:37]1)[CH3:36], predict the reaction product. The product is: [CH3:34][C:35]([OH:38])([CH3:37])[CH2:36][N:15]1[CH2:16][CH2:17][CH:12]([CH2:11][C:10]2[N:2]([CH3:1])[C:3]3[C:8]([N:9]=2)=[C:7]([N:18]2[CH2:19][CH2:20][O:21][CH2:22][CH2:23]2)[N:6]=[C:5]([N:24]2[C:28]4[CH:29]=[CH:30][CH:31]=[CH:32][C:27]=4[N:26]=[C:25]2[CH3:33])[N:4]=3)[CH2:13][CH2:14]1. (6) Given the reactants [F:1][C:2]([F:20])([F:19])[C:3]1[CH:8]=[CH:7][CH:6]=[CH:5][C:4]=1[C:9]1[CH:18]=[C:17]2[C:12]([CH2:13][CH2:14][NH:15][CH2:16]2)=[CH:11][CH:10]=1.[C:21]1([CH:27]2[CH2:29][O:28]2)[CH:26]=[CH:25][CH:24]=[CH:23][CH:22]=1, predict the reaction product. The product is: [C:21]1([CH:27]([OH:28])[CH2:29][N:15]2[CH2:14][CH2:13][C:12]3[C:17](=[CH:18][C:9]([C:4]4[CH:5]=[CH:6][CH:7]=[CH:8][C:3]=4[C:2]([F:1])([F:19])[F:20])=[CH:10][CH:11]=3)[CH2:16]2)[CH:26]=[CH:25][CH:24]=[CH:23][CH:22]=1. (7) The product is: [C:23]([O:15][CH:6]1[C:5]2([CH2:1][CH2:2][CH2:3][CH2:4]2)[CH2:14][CH2:13][CH2:12][C:7]21[CH2:11][CH2:10][CH2:9][CH2:8]2)(=[O:32])[C:22]([CH3:18])=[CH2:21]. Given the reactants [CH2:1]1[C:5]2([CH2:14][CH2:13][CH2:12][C:7]3([CH2:11][CH2:10][CH2:9][CH2:8]3)[C:6]2=[O:15])[CH2:4][CH2:3][CH2:2]1.[BH4-].[Na+].[CH2:18]1[C:22]2(CCCC3(CCCC3)[CH:23]2[OH:32])[CH2:21]CC1, predict the reaction product. (8) Given the reactants [N:1]1[O:2][N:3]=[C:4]2[C:9]([CH:10]3[C:15]([C:16]#[N:17])=[C:14]([CH:18]4[CH2:23][CH2:22][NH:21][CH2:20][CH2:19]4)[NH:13][C:12]4=[N:24][NH:25][CH:26]=[C:11]34)=[CH:8][CH:7]=[CH:6][C:5]=12.C=O.[C:29]([BH3-])#N.[Na+].C(O)(=O)C, predict the reaction product. The product is: [N:1]1[O:2][N:3]=[C:4]2[C:9]([CH:10]3[C:15]([C:16]#[N:17])=[C:14]([CH:18]4[CH2:19][CH2:20][N:21]([CH3:29])[CH2:22][CH2:23]4)[NH:13][C:12]4=[N:24][NH:25][CH:26]=[C:11]34)=[CH:8][CH:7]=[CH:6][C:5]=12.